From a dataset of TCR-epitope binding with 47,182 pairs between 192 epitopes and 23,139 TCRs. Binary Classification. Given a T-cell receptor sequence (or CDR3 region) and an epitope sequence, predict whether binding occurs between them. (1) The epitope is PROT_97E67BCC. The TCR CDR3 sequence is CASSERRIYGYTF. Result: 1 (the TCR binds to the epitope). (2) The TCR CDR3 sequence is CASSKERESSKQFF. Result: 0 (the TCR does not bind to the epitope). The epitope is EPLPQGQLTAY. (3) The epitope is KAYNVTQAF. The TCR CDR3 sequence is CASSQDSGQIDTGELFF. Result: 0 (the TCR does not bind to the epitope). (4) The epitope is MPASWVMRI. The TCR CDR3 sequence is CASSRGLAGGDTQYF. Result: 1 (the TCR binds to the epitope). (5) The epitope is FLNRFTTTL. The TCR CDR3 sequence is CASSQSPGGVEFF. Result: 0 (the TCR does not bind to the epitope).